Dataset: Peptide-MHC class II binding affinity with 134,281 pairs from IEDB. Task: Regression. Given a peptide amino acid sequence and an MHC pseudo amino acid sequence, predict their binding affinity value. This is MHC class II binding data. The peptide sequence is APSGRIVMELYADVV. The MHC is DRB1_1001 with pseudo-sequence DRB1_1001. The binding affinity (normalized) is 0.385.